The task is: Binary Classification. Given a miRNA mature sequence and a target amino acid sequence, predict their likelihood of interaction.. This data is from Experimentally validated miRNA-target interactions with 360,000+ pairs, plus equal number of negative samples. (1) The miRNA is mmu-miR-712-5p with sequence CUCCUUCACCCGGGCGGUACC. The protein sequence of the target gene is MPVGGLLPLFSSPGGGGLGSGLGGGLGGGRKGSGPAAFRLTEKFVLLLVFSAFITLCFGAIFFLPDSSKLLSGVLFHSNPALQPPAEHKPGLGARAEDAAEGRVRHREEGAPGDPGAGLEDNLARIRENHERALREAKETLQKLPEEIQRDILLEKEKVAQDQLRDKDLFRGLPKVDFLPPVGVENREPADATIREKRAKIKEMMTHAWNNYKRYAWGLNELKPISKEGHSSSLFGNIKGATIVDALDTLFIMGMKTEFQEAKSWIKKYLDFNVNAEVSVFEVNIRFVGGLLSAYYLSGE.... Result: 0 (no interaction). (2) The miRNA is hsa-miR-3678-5p with sequence UCCGUACAAACUCUGCUGUG. The protein sequence of the target gene is MPVSKCPKKSESLWKGWDRKAQRNGLRSQVYAVNGDYYVGEWKDNVKHGKGTQVWKKKGAIYEGDWKFGKRDGYGTLSLPDQQTGKCRRVYSGWWKGDKKSGYGIQFFGPKEYYEGDWCGSQRSGWGRMYYSNGDIYEGQWENDKPNGEGMLRLKNGNRYEGCWERGMKNGAGRFFHLDHGQLFEGFWVDNMAKCGTMIDFGRDEAPEPTQFPIPEVKILDPDGVLAEALAMFRKTEEGD. Result: 0 (no interaction).